Dataset: Catalyst prediction with 721,799 reactions and 888 catalyst types from USPTO. Task: Predict which catalyst facilitates the given reaction. (1) Reactant: C[O:2][C:3]1[CH:4]=[C:5]2[C:9](=[CH:10][CH:11]=1)[NH:8][C:7]([C:12]([NH2:14])=[O:13])=[C:6]2[S:15]([N:18]1[CH2:23][CH2:22][O:21][CH2:20][CH2:19]1)(=[O:17])=[O:16].B(Br)(Br)Br.CCOC(C)=O.C([O-])(O)=O.[Na+]. Product: [OH:2][C:3]1[CH:4]=[C:5]2[C:9](=[CH:10][CH:11]=1)[NH:8][C:7]([C:12]([NH2:14])=[O:13])=[C:6]2[S:15]([N:18]1[CH2:23][CH2:22][O:21][CH2:20][CH2:19]1)(=[O:17])=[O:16]. The catalyst class is: 4. (2) Reactant: CC1(C)[O:9][C:8](=[O:10])[C:5]2([CH2:7][CH2:6]2)[C:4](=[O:11])O1.[F:13][C:14]([F:23])([F:22])[C:15]1[CH:21]=[CH:20][C:18]([NH2:19])=[CH:17][CH:16]=1. Product: [O:11]=[C:4]1[CH:5]([C:8]([OH:9])=[O:10])[CH2:7][CH2:6][N:19]1[C:18]1[CH:20]=[CH:21][C:15]([C:14]([F:13])([F:22])[F:23])=[CH:16][CH:17]=1. The catalyst class is: 8.